From a dataset of Forward reaction prediction with 1.9M reactions from USPTO patents (1976-2016). Predict the product of the given reaction. (1) Given the reactants C(OC([N:8]1[CH2:17][CH2:16][C:15]2[C:11](=[C:12](OS(C(F)(F)F)(=O)=O)[N:13]([CH:18]3[CH2:22][CH2:21][CH2:20][CH2:19]3)[N:14]=2)[CH2:10][CH2:9]1)=O)(C)(C)C.[Cl:31][C:32]1[CH:33]=[C:34](B(O)O)[CH:35]=[CH:36][C:37]=1[F:38], predict the reaction product. The product is: [Cl:31][C:32]1[CH:33]=[CH:34][C:35]([C:12]2[N:13]([CH:18]3[CH2:19][CH2:20][CH2:21][CH2:22]3)[N:14]=[C:15]3[C:11]=2[CH2:10][CH2:9][NH:8][CH2:17][CH2:16]3)=[CH:36][C:37]=1[F:38]. (2) Given the reactants BrC1C2N(N=C(NC3C=CC(OC)=CC=3)N=2)C=CC=1.C(OC(N1CC=C(B2OC(C)(C)C(C)(C)O2)CC1)=O)(C)(C)C.[C:42]([O:46][C:47]([N:49]1[CH2:54][CH:53]=[C:52]([C:55]2[C:56]3[N:57]([N:61]=[C:62]([NH:64][C:65]4[CH:70]=[CH:69][C:68]([O:71][CH3:72])=[CH:67][CH:66]=4)[N:63]=3)[CH:58]=[CH:59][CH:60]=2)[CH2:51][CH2:50]1)=[O:48])([CH3:45])([CH3:44])[CH3:43].ClCCl.FC(F)(F)C(O)=O, predict the reaction product. The product is: [C:42]([O:46][C:47]([N:49]1[CH2:50][CH:51]=[C:52]([C:55]2[C:56]3[N:57]([N:61]=[C:62]([NH:64][C:65]4[CH:70]=[CH:69][C:68]([O:71][CH3:72])=[CH:67][CH:66]=4)[N:63]=3)[CH:58]=[CH:59][CH:60]=2)[CH2:53][CH2:54]1)=[O:48])([CH3:45])([CH3:44])[CH3:43].[CH3:72][O:71][C:68]1[CH:67]=[CH:66][C:65]([NH:64][C:62]2[N:63]=[C:56]3[C:55]([C:52]4[CH2:53][CH2:54][NH:49][CH2:50][CH:51]=4)=[CH:60][CH:59]=[CH:58][N:57]3[N:61]=2)=[CH:70][CH:69]=1. (3) Given the reactants Br[C:2]1[CH:3]=[C:4]([CH:9]=[CH:10][N:11]=1)[C:5]([O:7][CH3:8])=[O:6].[F:12][C:13]([F:24])([F:23])[C:14]1[CH:19]=[CH:18][CH:17]=[CH:16][C:15]=1B(O)O.C(P(C(C)(C)C)C(C)(C)C)(C)(C)C.P([O-])([O-])([O-])=O.[K+].[K+].[K+], predict the reaction product. The product is: [F:12][C:13]([F:24])([F:23])[C:14]1[CH:19]=[CH:18][CH:17]=[CH:16][C:15]=1[C:2]1[CH:3]=[C:4]([CH:9]=[CH:10][N:11]=1)[C:5]([O:7][CH3:8])=[O:6].